Dataset: Reaction yield outcomes from USPTO patents with 853,638 reactions. Task: Predict the reaction yield, written as a fraction of the theoretical maximum amount of product (1.0 means a 100% yield; for example, 0.34 means a 34% yield). (1) The reactants are [O:1]=[C:2]1[CH2:7][CH2:6][N:5]([C:8]2[CH:13]=[CH:12][C:11]([N:14]3[CH2:18][C@H:17]([CH2:19][NH:20][C:21](=[O:23])[CH3:22])[O:16][C:15]3=[O:24])=[CH:10][C:9]=2[F:25])[CH2:4][CH:3]1[CH3:26].[F:27][C:28]([Mg]Br)([F:30])[F:29]. The catalyst is O1CCCC1. The product is [F:27][C:28]([F:30])([F:29])[C:2]1([OH:1])[CH2:7][CH2:6][N:5]([C:8]2[CH:13]=[CH:12][C:11]([N:14]3[CH2:18][C@H:17]([CH2:19][NH:20][C:21](=[O:23])[CH3:22])[O:16][C:15]3=[O:24])=[CH:10][C:9]=2[F:25])[CH2:4][CH:3]1[CH3:26]. The yield is 0.780. (2) The reactants are [CH2:1]([C:3]1[S:4][C:5]([C:15]2[CH:20]=[CH:19][N:18]=[C:17]([NH2:21])[CH:16]=2)=[C:6]([C:8]2[CH:13]=[CH:12][CH:11]=[C:10]([CH3:14])[CH:9]=2)[N:7]=1)[CH3:2].[CH2:22]([N:24]=[C:25]=[O:26])[CH3:23].C(=O)([O-])O.[Na+]. The catalyst is CN(C)C(=O)C. The product is [CH2:22]([NH:24][C:25]([NH:21][C:17]1[CH:16]=[C:15]([C:5]2[S:4][C:3]([CH2:1][CH3:2])=[N:7][C:6]=2[C:8]2[CH:13]=[CH:12][CH:11]=[C:10]([CH3:14])[CH:9]=2)[CH:20]=[CH:19][N:18]=1)=[O:26])[CH3:23]. The yield is 0.470. (3) The reactants are [CH2:1]([N:3]([CH2:11][C:12]([N:14]1[CH2:19][CH2:18][S:17][C:16]2[CH:20]=[CH:21][C:22]([N+:24]([O-:26])=[O:25])=[CH:23][C:15]1=2)=O)[C:4](=[O:10])[O:5][C:6]([CH3:9])([CH3:8])[CH3:7])[CH3:2].B.O1CCCC1. The catalyst is O1CCCC1.C(OCC)(=O)C. The product is [CH2:1]([N:3]([CH2:11][CH2:12][N:14]1[CH2:19][CH2:18][S:17][C:16]2[CH:20]=[CH:21][C:22]([N+:24]([O-:26])=[O:25])=[CH:23][C:15]1=2)[C:4](=[O:10])[O:5][C:6]([CH3:9])([CH3:7])[CH3:8])[CH3:2]. The yield is 0.950. (4) The reactants are [CH3:1][O:2][C:3]1[CH:10]=[CH:9][C:6]([CH:7]=O)=[CH:5][CH:4]=1.[CH3:11][O:12][C:13]1[CH:20]=[CH:19][C:16]([CH2:17][NH2:18])=[CH:15][CH:14]=1.[BH4-].[Na+]. The catalyst is C1(C)C=CC=CC=1. The product is [CH3:1][O:2][C:3]1[CH:10]=[CH:9][C:6]([CH2:7][NH:18][CH2:17][C:16]2[CH:19]=[CH:20][C:13]([O:12][CH3:11])=[CH:14][CH:15]=2)=[CH:5][CH:4]=1. The yield is 0.846. (5) The reactants are [C:1]([O:5][C:6](=[O:8])[NH2:7])([CH3:4])([CH3:3])[CH3:2].[Li]CCCC.[CH3:14][S:15][C:16]1[S:20][C:19]([C:21]#[N:22])=[CH:18][C:17]=1[S:23]([C:26]1[CH:31]=[CH:30][CH:29]=[C:28]([N:32]2[CH2:37][CH2:36][CH2:35][CH2:34][CH2:33]2)[CH:27]=1)(=[O:25])=[O:24]. The catalyst is C1COCC1. The product is [C:1]([O:5][C:6](=[O:8])[NH:7][C:21](=[NH:22])[C:19]1[S:20][C:16]([S:15][CH3:14])=[C:17]([S:23]([C:26]2[CH:31]=[CH:30][CH:29]=[C:28]([N:32]3[CH2:37][CH2:36][CH2:35][CH2:34][CH2:33]3)[CH:27]=2)(=[O:25])=[O:24])[CH:18]=1)([CH3:4])([CH3:3])[CH3:2]. The yield is 0.380.